The task is: Predict the reaction yield, written as a fraction of the theoretical maximum amount of product (1.0 means a 100% yield; for example, 0.34 means a 34% yield).. This data is from Reaction yield outcomes from USPTO patents with 853,638 reactions. The reactants are C(=O)([O-])[O-].[Na+].[Na+].Cl.O.[NH:9]1[CH2:14][CH2:13][C:12](=[O:15])[CH2:11][CH2:10]1.Br[CH2:17][CH2:18][CH:19]1[O:24][CH2:23][CH2:22][CH2:21][O:20]1. The catalyst is C(#N)C. The product is [O:20]1[CH2:21][CH2:22][CH2:23][O:24][CH:19]1[CH2:18][CH2:17][N:9]1[CH2:14][CH2:13][C:12](=[O:15])[CH2:11][CH2:10]1. The yield is 0.690.